This data is from Reaction yield outcomes from USPTO patents with 853,638 reactions. The task is: Predict the reaction yield, written as a fraction of the theoretical maximum amount of product (1.0 means a 100% yield; for example, 0.34 means a 34% yield). (1) The reactants are [F:1][C:2]1[CH:7]=[CH:6][C:5]([C:8]2[N:9]=[C:10]([CH:13]([NH2:20])[CH2:14][CH2:15][CH2:16][CH2:17][CH2:18][CH3:19])[NH:11][CH:12]=2)=[CH:4][CH:3]=1.[C:21]1(=O)[CH2:26][CH2:25][CH2:24][CH2:23][CH2:22]1. The product is [F:1][C:2]1[CH:3]=[CH:4][C:5]([C:8]2[N:9]=[C:10]([CH:13]([NH:20][CH:21]3[CH2:26][CH2:25][CH2:24][CH2:23][CH2:22]3)[CH2:14][CH2:15][CH2:16][CH2:17][CH2:18][CH3:19])[NH:11][CH:12]=2)=[CH:6][CH:7]=1. The yield is 0.150. No catalyst specified. (2) The reactants are [OH:1][NH:2][C:3]([C:5]1[CH:6]=[C:7]([N:11]2[C:17](=[O:18])[CH2:16][C:15](=[O:19])[NH:14][C:13]3[C:20]4[C:25]([CH:26]=[CH:27][C:12]2=3)=[CH:24][CH:23]=[CH:22][CH:21]=4)[CH:8]=[CH:9][CH:10]=1)=[NH:4].N1C=CC=CC=1.[C:34](Cl)(=O)[O:35]C1C=CC=CC=1.C1CCN2C(=NCCC2)CC1. The catalyst is ClCCl.O. The product is [O:35]=[C:34]1[O:1][N:2]=[C:3]([C:5]2[CH:6]=[C:7]([N:11]3[C:17](=[O:18])[CH2:16][C:15](=[O:19])[NH:14][C:13]4[C:20]5[C:25]([CH:26]=[CH:27][C:12]3=4)=[CH:24][CH:23]=[CH:22][CH:21]=5)[CH:8]=[CH:9][CH:10]=2)[NH:4]1. The yield is 0.520. (3) The reactants are [Br:1][C:2]1[CH:7]=[CH:6][C:5]([CH3:8])=[CH:4][CH:3]=1.[Mg].[C:10]1([S:16]([C:18]2[CH:23]=[CH:22][CH:21]=[CH:20][CH:19]=2)=O)[CH:15]=[CH:14][CH:13]=[CH:12][CH:11]=1.Cl[Si](C)(C)C.Br. The catalyst is O1CCCC1. The product is [Br-:1].[CH3:8][C:5]1[CH:6]=[CH:7][C:2]([S+:16]([C:18]2[CH:19]=[CH:20][CH:21]=[CH:22][CH:23]=2)[C:10]2[CH:15]=[CH:14][CH:13]=[CH:12][CH:11]=2)=[CH:3][CH:4]=1. The yield is 0.760. (4) The reactants are I[C:2]1[C:10]2[CH2:9][CH2:8][O:7][C:6](=[O:11])[C:5]=2[S:4][CH:3]=1.[CH3:12]B(O)O.C([O-])([O-])=O.[Na+].[Na+].[OH-].[Na+].O.C1(C)C=CC(S(O)(=O)=O)=CC=1.C([O-])(O)=O.[Na+]. The catalyst is C1C=CC([P]([Pd]([P](C2C=CC=CC=2)(C2C=CC=CC=2)C2C=CC=CC=2)([P](C2C=CC=CC=2)(C2C=CC=CC=2)C2C=CC=CC=2)[P](C2C=CC=CC=2)(C2C=CC=CC=2)C2C=CC=CC=2)(C2C=CC=CC=2)C2C=CC=CC=2)=CC=1.CCO.O.C(COC)OC. The product is [CH3:12][C:2]1[C:10]2[CH2:9][CH2:8][O:7][C:6](=[O:11])[C:5]=2[S:4][CH:3]=1. The yield is 0.220.